Dataset: Cav3 T-type calcium channel HTS with 100,875 compounds. Task: Binary Classification. Given a drug SMILES string, predict its activity (active/inactive) in a high-throughput screening assay against a specified biological target. The compound is Fc1c(NC(=O)c2nn(cc2)C(OC)=O)cccc1. The result is 0 (inactive).